Predict the reaction yield, written as a fraction of the theoretical maximum amount of product (1.0 means a 100% yield; for example, 0.34 means a 34% yield). From a dataset of Reaction yield outcomes from USPTO patents with 853,638 reactions. (1) The reactants are [C:1]([Si:5]([CH3:42])([CH3:41])[O:6][CH:7]([C:37]([CH3:40])([CH3:39])[CH3:38])[CH2:8][CH2:9][C:10]1[CH:15]=[CH:14][C:13]([C:16]([C:21]2[CH:34]=[CH:33][C:24]([O:25][CH2:26][C@@H:27](O)[CH2:28][CH2:29][CH2:30][OH:31])=[C:23]([CH3:35])[CH:22]=2)([CH2:19][CH3:20])[CH2:17][CH3:18])=[CH:12][C:11]=1[CH3:36])([CH3:4])([CH3:3])[CH3:2].C1C=CC(P(C2C=CC=CC=2)C2C=CC=CC=2)=CC=1.CCOC(/N=N/C(OCC)=O)=O.CCOCC. The catalyst is C1COCC1. The product is [C:1]([Si:5]([O:6][CH:7]([CH2:8][CH2:9][C:10]1[CH:15]=[CH:14][C:13]([C:16]([CH2:17][CH3:18])([C:21]2[CH:34]=[CH:33][C:24]([O:25][CH2:26][C@@H:27]3[CH2:28][CH2:29][CH2:30][O:31]3)=[C:23]([CH3:35])[CH:22]=2)[CH2:19][CH3:20])=[CH:12][C:11]=1[CH3:36])[C:37]([CH3:38])([CH3:39])[CH3:40])([CH3:41])[CH3:42])([CH3:2])([CH3:3])[CH3:4]. The yield is 0.500. (2) The reactants are [CH3:1][C:2]1[NH:3][CH:4]=[CH:5][N:6]=1.C([O-])([O-])=O.[K+].[K+].[CH2:13]([O:15][C:16](=[O:19])[CH2:17]Br)[CH3:14]. The catalyst is C1COCC1. The product is [CH2:13]([O:15][C:16](=[O:19])[CH2:17][N:3]1[CH:4]=[CH:5][N:6]=[C:2]1[CH3:1])[CH3:14]. The yield is 0.560. (3) The reactants are [CH3:1][O:2][C:3]1[CH:8]=[CH:7][C:6]([CH2:9]O)=[CH:5][CH:4]=1.C1(P(C2C=CC=CC=2)C2C=CC=CC=2)C=CC=CC=1.[CH2:30]([O:34][C:35]([NH:37][S:38]([NH:41][CH2:42][C:43]([O:45][CH2:46][CH3:47])=[O:44])(=[O:40])=[O:39])=[O:36])[CH2:31][CH2:32][CH3:33].CC(OC(/N=N/C(OC(C)C)=O)=O)C. The catalyst is C1COCC1. The product is [CH2:30]([O:34][C:35]([N:37]([CH2:9][C:6]1[CH:5]=[CH:4][C:3]([O:2][CH3:1])=[CH:8][CH:7]=1)[S:38]([NH:41][CH2:42][C:43]([O:45][CH2:46][CH3:47])=[O:44])(=[O:39])=[O:40])=[O:36])[CH2:31][CH2:32][CH3:33]. The yield is 0.690. (4) The reactants are CC(C)(C)C[O:4][S:5]([C:8]1[CH:9]=[C:10]([C:14]2[CH:19]=[CH:18][CH:17]=[C:16]([C:20]3[N:25]=[C:24]([C:26]([F:29])([F:28])[F:27])[CH:23]=[C:22]([C:30]4[CH:35]=[CH:34][C:33]([C:36]([F:39])([F:38])[F:37])=[CH:32][CH:31]=4)[N:21]=3)[CH:15]=2)[CH:11]=[CH:12][CH:13]=1)(=[O:7])=[O:6].C([O-])CC.[Na+].C(N(CC)CCS)C. The catalyst is O1CCOCC1. The product is [F:29][C:26]([F:27])([F:28])[C:24]1[CH:23]=[C:22]([C:30]2[CH:31]=[CH:32][C:33]([C:36]([F:39])([F:38])[F:37])=[CH:34][CH:35]=2)[N:21]=[C:20]([C:16]2[CH:15]=[C:14]([C:10]3[CH:11]=[CH:12][CH:13]=[C:8]([S:5]([OH:7])(=[O:6])=[O:4])[CH:9]=3)[CH:19]=[CH:18][CH:17]=2)[N:25]=1. The yield is 0.510. (5) The reactants are [C:1]([C:5]1[C:10]([N+:11]([O-])=O)=[CH:9][C:8]([OH:14])=[C:7]([Cl:15])[CH:6]=1)([CH3:4])([CH3:3])[CH3:2]. The catalyst is CO.[Ni]. The product is [C:1]([C:5]1[C:10]([NH2:11])=[CH:9][C:8]([OH:14])=[C:7]([Cl:15])[CH:6]=1)([CH3:4])([CH3:2])[CH3:3]. The yield is 0.780. (6) The reactants are [OH:1][C@@:2]1([C:9]#[C:10][C:11]2[CH:12]=[C:13]([N:17]3[C:21]4[O:22][CH2:23][CH2:24][CH2:25][C:20]=4[C:19]([C:26]([O:28]CC)=O)=[N:18]3)[CH:14]=[CH:15][CH:16]=2)[CH2:6][CH2:5][N:4]([CH3:7])[C:3]1=[O:8].[NH3:31]. The catalyst is CO. The product is [OH:1][C@@:2]1([C:9]#[C:10][C:11]2[CH:12]=[C:13]([N:17]3[C:21]4[O:22][CH2:23][CH2:24][CH2:25][C:20]=4[C:19]([C:26]([NH2:31])=[O:28])=[N:18]3)[CH:14]=[CH:15][CH:16]=2)[CH2:6][CH2:5][N:4]([CH3:7])[C:3]1=[O:8]. The yield is 0.140.